This data is from Peptide-MHC class I binding affinity with 185,985 pairs from IEDB/IMGT. The task is: Regression. Given a peptide amino acid sequence and an MHC pseudo amino acid sequence, predict their binding affinity value. This is MHC class I binding data. (1) The peptide sequence is SDYLELDTI. The MHC is HLA-B57:01 with pseudo-sequence HLA-B57:01. The binding affinity (normalized) is 0. (2) The peptide sequence is TPQVPLRPM. The MHC is HLA-B58:01 with pseudo-sequence HLA-B58:01. The binding affinity (normalized) is 0. (3) The peptide sequence is NFWLNTLLF. The MHC is HLA-A24:03 with pseudo-sequence HLA-A24:03. The binding affinity (normalized) is 0.739. (4) The peptide sequence is KRRGGIGDM. The MHC is Mamu-B03 with pseudo-sequence Mamu-B03. The binding affinity (normalized) is 0.707. (5) The peptide sequence is GVAMPNLYK. The MHC is HLA-A02:01 with pseudo-sequence HLA-A02:01. The binding affinity (normalized) is 0.0847. (6) The peptide sequence is RPAKSMDSL. The MHC is HLA-A31:01 with pseudo-sequence HLA-A31:01. The binding affinity (normalized) is 0.0847. (7) The peptide sequence is VGNVYVKF. The MHC is HLA-B35:01 with pseudo-sequence HLA-B35:01. The binding affinity (normalized) is 0.265.